This data is from Full USPTO retrosynthesis dataset with 1.9M reactions from patents (1976-2016). The task is: Predict the reactants needed to synthesize the given product. Given the product [S:10]1[CH:11]=[CH:12][CH:13]=[C:9]1[C:6]1[CH:7]=[CH:8][C:3]([OH:2])=[CH:4][CH:5]=1, predict the reactants needed to synthesize it. The reactants are: C[O:2][C:3]1[CH:8]=[CH:7][C:6]([C:9]2[S:10][CH:11]=[CH:12][CH:13]=2)=[CH:5][CH:4]=1.B(Br)(Br)Br.C([O-])(O)=O.[Na+].